Dataset: Full USPTO retrosynthesis dataset with 1.9M reactions from patents (1976-2016). Task: Predict the reactants needed to synthesize the given product. (1) The reactants are: [CH3:1][N:2]1[CH2:7][CH2:6][N:5]([C:8]2[CH:13]=[CH:12][C:11]([NH:14][C:15]3[CH:20]=[CH:19][N:18]4[N:21]=[CH:22][C:23]([CH:24]=O)=[C:17]4[N:16]=3)=[CH:10][CH:9]=2)[CH2:4][CH2:3]1.[NH:26]1[CH2:32][C:30](=[O:31])[NH:29][C:27]1=[O:28].N1CCCCC1. Given the product [CH3:1][N:2]1[CH2:3][CH2:4][N:5]([C:8]2[CH:13]=[CH:12][C:11]([NH:14][C:15]3[CH:20]=[CH:19][N:18]4[N:21]=[CH:22][C:23]([CH:24]=[C:32]5[NH:26][C:27](=[O:28])[NH:29][C:30]5=[O:31])=[C:17]4[N:16]=3)=[CH:10][CH:9]=2)[CH2:6][CH2:7]1, predict the reactants needed to synthesize it. (2) Given the product [Br:1][C:2]([CH3:21])([CH3:20])[C:3]([O:5][CH2:6][C:7]([CH2:12][O:13][C:14](=[O:19])[C:15]([Br:18])([CH3:17])[CH3:16])([CH3:11])[C:8]([Cl:25])=[O:9])=[O:4], predict the reactants needed to synthesize it. The reactants are: [Br:1][C:2]([CH3:21])([CH3:20])[C:3]([O:5][CH2:6][C:7]([CH2:12][O:13][C:14](=[O:19])[C:15]([Br:18])([CH3:17])[CH3:16])([CH3:11])[C:8](O)=[O:9])=[O:4].C(Cl)(=O)C([Cl:25])=O. (3) Given the product [Na+:38].[Na+:38].[P:2]([O-:36])([O-:35])([O:4][CH2:5][C:6]1[CH:15]=[CH:14][CH:13]=[C:12]2[C:7]=1[CH:8]=[CH:9][C:10]([NH:16][C:17]([C:19]1[S:23][C:22]3[C:24]([C:31](=[O:33])[CH3:32])=[CH:25][CH:26]=[C:27]([CH2:28][O:29][CH3:30])[C:21]=3[C:20]=1[CH3:34])=[O:18])=[N:11]2)=[O:3], predict the reactants needed to synthesize it. The reactants are: Cl.[P:2]([OH:36])([OH:35])([O:4][CH2:5][C:6]1[CH:15]=[CH:14][CH:13]=[C:12]2[C:7]=1[CH:8]=[CH:9][C:10]([NH:16][C:17]([C:19]1[S:23][C:22]3[C:24]([C:31](=[O:33])[CH3:32])=[CH:25][CH:26]=[C:27]([CH2:28][O:29][CH3:30])[C:21]=3[C:20]=1[CH3:34])=[O:18])=[N:11]2)=[O:3].[OH-].[Na+:38]. (4) Given the product [CH3:40][N:2]([CH3:1])[C:3]1[C:12]2[C:7](=[CH:8][CH:9]=[CH:10][CH:11]=2)[C:6]([CH2:13][C:15]2[N:19]=[CH:18][NH:17][C:16]=2[CH3:39])=[CH:5][CH:4]=1.[CH3:1][N:2]([CH3:40])[C:3]1[C:12]2[C:7](=[CH:8][CH:9]=[CH:10][CH:11]=2)[C:6]([CH:13]([C:15]2[N:19]=[CH:18][NH:17][C:16]=2[CH3:39])[OH:14])=[CH:5][CH:4]=1, predict the reactants needed to synthesize it. The reactants are: [CH3:1][N:2]([CH3:40])[C:3]1[C:12]2[C:7](=[CH:8][CH:9]=[CH:10][CH:11]=2)[C:6]([CH:13]([C:15]2[N:19](C(C3C=CC=CC=3)(C3C=CC=CC=3)C3C=CC=CC=3)[CH:18]=[N:17][C:16]=2[CH3:39])[OH:14])=[CH:5][CH:4]=1.C([SiH](CC)CC)C. (5) The reactants are: [Br:1][C:2]1[S:6][C:5]([C:7]2[NH:11][N:10]=[N:9][N:8]=2)=[N:4][N:3]=1.C([O-])([O-])=O.[Cs+].[Cs+].Br[CH2:19][C:20]([O:22][CH2:23][CH3:24])=[O:21]. Given the product [Br:1][C:2]1[S:6][C:5]([C:7]2[N:8]=[N:9][N:10]([CH2:19][C:20]([O:22][CH2:23][CH3:24])=[O:21])[N:11]=2)=[N:4][N:3]=1, predict the reactants needed to synthesize it. (6) Given the product [C:24]([C:26]1[CH:34]=[CH:33][CH:32]=[C:31]2[C:27]=1[CH2:28][N:29]([CH2:6][CH2:7][N:8]1[CH:12]=[C:11]([C:13]3[CH:18]=[C:17]([C:19]([OH:21])=[O:20])[CH:16]=[CH:15][N:14]=3)[N:10]=[CH:9]1)[CH2:30]2)#[N:25], predict the reactants needed to synthesize it. The reactants are: CS(O[CH2:6][CH2:7][N:8]1[CH:12]=[C:11]([C:13]2[CH:18]=[C:17]([C:19]([O:21]C)=[O:20])[CH:16]=[CH:15][N:14]=2)[N:10]=[CH:9]1)(=O)=O.Cl.[C:24]([C:26]1[CH:34]=[CH:33][CH:32]=[C:31]2[C:27]=1[CH2:28][NH:29][CH2:30]2)#[N:25].